Predict the reactants needed to synthesize the given product. From a dataset of Full USPTO retrosynthesis dataset with 1.9M reactions from patents (1976-2016). (1) Given the product [CH3:1][S:2][C:3]1[CH:8]=[CH:7][C:6]([NH:9][NH:10][C:27](=[O:28])[CH:26]=[CH:25][O:24][CH2:22][CH3:23])=[CH:5][CH:4]=1, predict the reactants needed to synthesize it. The reactants are: [CH3:1][S:2][C:3]1[CH:8]=[CH:7][C:6]([NH:9][NH2:10])=[CH:5][CH:4]=1.N1C=CC=CC=1.CN(C)C=O.[CH2:22]([O:24][CH:25]=[CH:26][C:27](Cl)=[O:28])[CH3:23]. (2) Given the product [F:5][C:4]([F:7])([F:6])[C:3]([C:9]1[CH:10]=[C:11]2[C:15](=[CH:16][CH:17]=1)[N:14]([CH2:22][CH2:23][C:24]1[N:25]=[C:26]([C:30]3[CH:35]=[CH:34][CH:33]=[CH:32][CH:31]=3)[O:27][C:28]=1[CH3:29])[CH:13]([CH3:18])[CH2:12]2)([OH:8])[C:2]([F:1])([F:19])[F:20].[F:68][C:37]([F:36])([F:69])[C:38]([C:44]1[CH:45]=[C:46]2[C:50](=[CH:51][CH:52]=1)[N:49]([CH2:53][CH2:54][C:55]1[N:56]=[C:57]([CH3:66])[O:58][C:59]=1[C:60]1[CH:61]=[CH:62][CH:63]=[CH:64][CH:65]=1)[CH:48]([CH3:67])[CH2:47]2)([OH:43])[C:39]([F:42])([F:41])[F:40], predict the reactants needed to synthesize it. The reactants are: [F:1][C:2]([F:20])([F:19])[C:3]([C:9]1[CH:10]=[C:11]2[C:15](=[CH:16][CH:17]=1)[NH:14][CH:13]([CH3:18])[CH2:12]2)([OH:8])[C:4]([F:7])([F:6])[F:5].Br[CH2:22][CH2:23][C:24]1[N:25]=[C:26]([C:30]2[CH:35]=[CH:34][CH:33]=[CH:32][CH:31]=2)[O:27][C:28]=1[CH3:29].[F:36][C:37]([F:69])([F:68])[C:38]([C:44]1[CH:45]=[C:46]2[C:50](=[CH:51][CH:52]=1)[N:49]([CH2:53][CH2:54][C:55]1[N:56]=[C:57]([CH3:66])[O:58][C:59]=1[C:60]1[CH:65]=[CH:64][CH:63]=[CH:62][CH:61]=1)[CH:48]([CH3:67])[CH2:47]2)([OH:43])[C:39]([F:42])([F:41])[F:40]. (3) The reactants are: C([O:5][C:6](=[O:39])[C:7]([S:10][C:11]1[S:12][CH:13]=[C:14]([CH2:16][CH2:17][N:18]([C:31]2[N:36]=[CH:35][C:34]([CH2:37][CH3:38])=[CH:33][N:32]=2)[CH2:19][C:20]2[CH:21]=[N:22][N:23]([C:25]3[CH:30]=[CH:29][CH:28]=[CH:27][CH:26]=3)[CH:24]=2)[N:15]=1)([CH3:9])[CH3:8])(C)(C)C.FC(F)(F)C(O)=O. Given the product [CH2:37]([C:34]1[CH:33]=[N:32][C:31]([N:18]([CH2:19][C:20]2[CH:21]=[N:22][N:23]([C:25]3[CH:30]=[CH:29][CH:28]=[CH:27][CH:26]=3)[CH:24]=2)[CH2:17][CH2:16][C:14]2[N:15]=[C:11]([S:10][C:7]([CH3:9])([CH3:8])[C:6]([OH:39])=[O:5])[S:12][CH:13]=2)=[N:36][CH:35]=1)[CH3:38], predict the reactants needed to synthesize it. (4) The reactants are: [OH-].[Na+].[O:3]=[C:4]1[CH:8]([C:9]([O:11]CC)=[O:10])[CH:7]([C:14]2[CH:19]=[CH:18][CH:17]=[CH:16][CH:15]=2)[CH2:6][NH:5]1.Cl. Given the product [O:3]=[C:4]1[CH:8]([C:9]([OH:11])=[O:10])[CH:7]([C:14]2[CH:19]=[CH:18][CH:17]=[CH:16][CH:15]=2)[CH2:6][NH:5]1, predict the reactants needed to synthesize it.